Predict the reaction yield, written as a fraction of the theoretical maximum amount of product (1.0 means a 100% yield; for example, 0.34 means a 34% yield). From a dataset of Reaction yield outcomes from USPTO patents with 853,638 reactions. (1) The reactants are [H-].[Na+].[CH3:3][C:4]1([CH3:19])[CH2:8][O:7][C:6](=[N:9][C:10]2[CH:15]=[CH:14][C:13]([N+:16]([O-:18])=[O:17])=[CH:12][CH:11]=2)[NH:5]1.I[CH3:21]. The catalyst is C1COCC1. The product is [N+:16]([C:13]1[CH:12]=[CH:11][C:10]([N:9]=[C:6]2[N:5]([CH3:21])[C:4]([CH3:19])([CH3:3])[CH2:8][O:7]2)=[CH:15][CH:14]=1)([O-:18])=[O:17]. The yield is 0.660. (2) The product is [C:1]([O:5][C:6](=[O:20])[CH2:7][C@@H:8]([CH2:9][OH:10])[CH2:12][C@H:13]([CH3:19])[CH2:14][CH2:15][CH2:16][CH2:17][CH3:18])([CH3:2])([CH3:4])[CH3:3]. The catalyst is C1COCC1. The yield is 0.680. The reactants are [C:1]([O:5][C:6](=[O:20])[CH2:7][C@H:8]([CH2:12][C@H:13]([CH3:19])[CH2:14][CH2:15][CH2:16][CH2:17][CH3:18])[C:9](O)=[O:10])([CH3:4])([CH3:3])[CH3:2].